Predict the product of the given reaction. From a dataset of Forward reaction prediction with 1.9M reactions from USPTO patents (1976-2016). Given the reactants C(=O)([O-])[O-].[Zn+2:5].[NH2:6][C@H:7]([C:13]([OH:15])=[O:14])[CH2:8][CH2:9][C:10]([OH:12])=[O:11], predict the reaction product. The product is: [Zn:5].[NH2:6][C@H:7]([C:13]([OH:15])=[O:14])[CH2:8][CH2:9][C:10]([OH:12])=[O:11].